Predict the reactants needed to synthesize the given product. From a dataset of Full USPTO retrosynthesis dataset with 1.9M reactions from patents (1976-2016). The reactants are: [CH2:1]([O:3][C:4](=[O:22])[CH2:5][C:6]1[NH:7][C:8]2[C:13]([C:14]=1[S:15][C:16]([CH3:19])([CH3:18])[CH3:17])=[CH:12][C:11]([O:20][CH3:21])=[CH:10][CH:9]=2)[CH3:2].[Br:23][C:24]1[CH:31]=[CH:30][C:27]([CH2:28]Br)=[CH:26][CH:25]=1. Given the product [CH2:1]([O:3][C:4](=[O:22])[CH:5]([C:6]1[NH:7][C:8]2[C:13]([C:14]=1[S:15][C:16]([CH3:17])([CH3:18])[CH3:19])=[CH:12][C:11]([O:20][CH3:21])=[CH:10][CH:9]=2)[CH2:28][C:27]1[CH:30]=[CH:31][C:24]([Br:23])=[CH:25][CH:26]=1)[CH3:2], predict the reactants needed to synthesize it.